From a dataset of Forward reaction prediction with 1.9M reactions from USPTO patents (1976-2016). Predict the product of the given reaction. Given the reactants C(OC([N:8]1[CH2:13][CH2:12][CH:11]([C:14]2[N:18]([CH2:19][CH3:20])[N:17]=[C:16]([O:21][CH3:22])[C:15]=2[CH3:23])[CH2:10][CH2:9]1)=O)(C)(C)C.N1CCCCC1, predict the reaction product. The product is: [CH2:19]([N:18]1[C:14]([CH:11]2[CH2:12][CH2:13][NH:8][CH2:9][CH2:10]2)=[C:15]([CH3:23])[C:16]([O:21][CH3:22])=[N:17]1)[CH3:20].